Predict the reactants needed to synthesize the given product. From a dataset of Full USPTO retrosynthesis dataset with 1.9M reactions from patents (1976-2016). (1) Given the product [Cl:1][C:2]1[CH:7]=[CH:6][C:5]([C:19]([N:18]([O:17][CH3:16])[CH3:25])=[O:20])=[C:4]([O:8][CH3:9])[C:3]=1[F:10], predict the reactants needed to synthesize it. The reactants are: [Cl:1][C:2]1[C:3]([F:10])=[C:4]([O:8][CH3:9])[CH:5]=[CH:6][CH:7]=1.C([Li])CCC.[CH3:16][O:17][N:18]([CH3:25])[C:19](N(OC)C)=[O:20].Cl. (2) Given the product [CH2:38]([O:37][C:35]([CH2:34][O:1][C:2]1[CH:7]=[CH:6][C:5]([CH:8]2[CH2:13][CH2:12][N:11]([C:14]([O:16][C:17]([CH3:18])([CH3:19])[CH3:20])=[O:15])[CH2:10][CH:9]2[O:21][CH2:22][C:23]2[CH:32]=[CH:31][C:30]3[C:25](=[CH:26][CH:27]=[CH:28][CH:29]=3)[CH:24]=2)=[CH:4][CH:3]=1)=[O:36])[CH3:39], predict the reactants needed to synthesize it. The reactants are: [OH:1][C:2]1[CH:7]=[CH:6][C:5]([CH:8]2[CH2:13][CH2:12][N:11]([C:14]([O:16][C:17]([CH3:20])([CH3:19])[CH3:18])=[O:15])[CH2:10][CH:9]2[O:21][CH2:22][C:23]2[CH:32]=[CH:31][C:30]3[C:25](=[CH:26][CH:27]=[CH:28][CH:29]=3)[CH:24]=2)=[CH:4][CH:3]=1.Br[CH2:34][C:35]([O:37][CH2:38][CH3:39])=[O:36]. (3) Given the product [Cl:13][CH2:14][CH2:15][CH2:16][CH2:17][C:18]([NH:12][C:3]1[CH:4]=[N:5][C:6]2[C:11]([C:2]=1[Cl:1])=[CH:10][CH:9]=[CH:8][CH:7]=2)=[O:19], predict the reactants needed to synthesize it. The reactants are: [Cl:1][C:2]1[C:11]2[C:6](=[CH:7][CH:8]=[CH:9][CH:10]=2)[N:5]=[CH:4][C:3]=1[NH2:12].[Cl:13][CH2:14][CH2:15][CH2:16][CH2:17][C:18](Cl)=[O:19]. (4) Given the product [CH2:28]([CH:10]1[CH2:9][NH:8][CH2:13][CH2:12][N:11]1[CH2:14][C:15]1[CH:16]=[C:17]([C:21]2[CH:26]=[CH:25][N:24]=[C:23]([NH:31][CH2:32][CH2:33][C:34]3[CH:39]=[CH:38][C:37]([OH:40])=[CH:36][CH:35]=3)[N:22]=2)[CH:18]=[CH:19][CH:20]=1)[CH2:29][CH3:30], predict the reactants needed to synthesize it. The reactants are: C(OC([N:8]1[CH2:13][CH2:12][N:11]([CH2:14][C:15]2[CH:20]=[CH:19][CH:18]=[C:17]([C:21]3[CH:26]=[CH:25][N:24]=[C:23](Cl)[N:22]=3)[CH:16]=2)[CH:10]([CH2:28][CH2:29][CH3:30])[CH2:9]1)=O)(C)(C)C.[NH2:31][CH2:32][CH2:33][C:34]1[CH:39]=[CH:38][C:37]([OH:40])=[CH:36][CH:35]=1.